This data is from Full USPTO retrosynthesis dataset with 1.9M reactions from patents (1976-2016). The task is: Predict the reactants needed to synthesize the given product. (1) Given the product [CH3:30][C:28]1[O:27][N:26]=[C:19]([NH:20][C:21]([NH:16][C:15]2[CH:17]=[CH:18][C:12]([O:11][C:9]3[C:10]4[N:2]([CH3:1])[CH:3]=[CH:4][C:5]=4[N:6]=[CH:7][N:8]=3)=[CH:13][CH:14]=2)=[O:22])[CH:29]=1, predict the reactants needed to synthesize it. The reactants are: [CH3:1][N:2]1[C:10]2[C:9]([O:11][C:12]3[CH:18]=[CH:17][C:15]([NH2:16])=[CH:14][CH:13]=3)=[N:8][CH:7]=[N:6][C:5]=2[CH:4]=[CH:3]1.[CH3:19][N:20](C)[CH:21]=[O:22].NC1[CH:29]=[C:28]([CH3:30])[O:27][N:26]=1. (2) Given the product [OH:8][N:9]1[C:13](=[O:14])[CH2:12][C@@H:11]([NH:15][S:16]([N:19]2[CH2:20][CH2:21][N:22]([C:25]3[CH:26]=[CH:27][C:28]([C:31]([F:34])([F:33])[F:32])=[CH:29][CH:30]=3)[CH2:23][CH2:24]2)(=[O:17])=[O:18])[C:10]1=[O:35], predict the reactants needed to synthesize it. The reactants are: C([O:8][N:9]1[C:13](=[O:14])[CH2:12][C@@H:11]([NH:15][S:16]([N:19]2[CH2:24][CH2:23][N:22]([C:25]3[CH:30]=[CH:29][C:28]([C:31]([F:34])([F:33])[F:32])=[CH:27][CH:26]=3)[CH2:21][CH2:20]2)(=[O:18])=[O:17])[C:10]1=[O:35])C1C=CC=CC=1.